Dataset: Reaction yield outcomes from USPTO patents with 853,638 reactions. Task: Predict the reaction yield, written as a fraction of the theoretical maximum amount of product (1.0 means a 100% yield; for example, 0.34 means a 34% yield). The reactants are [C:1]([C:3]1[CH:4]=[C:5]([NH:14][C:15](=[O:29])[N:16]([CH2:18][CH2:19][C:20]2[CH:25]=[CH:24][C:23](B(O)O)=[CH:22][CH:21]=2)[CH3:17])[CH:6]=[CH:7][C:8]=1[S:9]([CH2:12][CH3:13])(=[O:11])=[O:10])#[N:2].[NH2:30][C:31]1[CH:32]=[C:33]2[C:38](=[CH:39][CH:40]=1)[C:37]([N:41]([C:49]([O:51][C:52]([CH3:55])([CH3:54])[CH3:53])=[O:50])[C:42]([O:44][C:45]([CH3:48])([CH3:47])[CH3:46])=[O:43])=[N:36][CH:35]=[CH:34]2.O.[C:57]([OH:61])(=[O:60])[CH:58]=O. No catalyst specified. The product is [C:52]([O:51][C:49]([N:41]([C:42]([O:44][C:45]([CH3:46])([CH3:47])[CH3:48])=[O:43])[C:37]1[C:38]2[C:33](=[CH:32][C:31]([NH:30][CH:58]([C:23]3[CH:24]=[CH:25][C:20]([CH2:19][CH2:18][N:16]([CH3:17])[C:15]([NH:14][C:5]4[CH:6]=[CH:7][C:8]([S:9]([CH2:12][CH3:13])(=[O:11])=[O:10])=[C:3]([C:1]#[N:2])[CH:4]=4)=[O:29])=[CH:21][CH:22]=3)[C:57]([OH:61])=[O:60])=[CH:40][CH:39]=2)[CH:34]=[CH:35][N:36]=1)=[O:50])([CH3:55])([CH3:54])[CH3:53]. The yield is 0.880.